From a dataset of Catalyst prediction with 721,799 reactions and 888 catalyst types from USPTO. Predict which catalyst facilitates the given reaction. (1) Product: [NH2:2][CH2:1][CH:3]([C:4]1([OH:10])[CH2:9][CH2:8][CH2:7][CH2:6][CH2:5]1)[C:11]1[CH:12]=[CH:13][C:14]([O:17][CH3:18])=[CH:15][CH:16]=1. The catalyst class is: 43. Reactant: [C:1]([CH:3]([C:11]1[CH:16]=[CH:15][C:14]([O:17][CH3:18])=[CH:13][CH:12]=1)[C:4]1([OH:10])[CH2:9][CH2:8][CH2:7][CH2:6][CH2:5]1)#[N:2].Cl.[H][H]. (2) Reactant: [C:1]1([O:7][CH2:8][CH2:9][CH2:10][CH2:11][CH2:12][CH2:13][CH2:14][OH:15])[CH:6]=[CH:5][CH:4]=[CH:3][CH:2]=1.[CH3:16][S:17](Cl)(=[O:19])=[O:18].C(N(CC)CC)C. Product: [CH3:16][S:17]([O:15][CH2:14][CH2:13][CH2:12][CH2:11][CH2:10][CH2:9][CH2:8][O:7][C:1]1[CH:6]=[CH:5][CH:4]=[CH:3][CH:2]=1)(=[O:19])=[O:18]. The catalyst class is: 2. (3) Reactant: [CH2:1]([O:3][C:4](=[O:11])[CH2:5][C:6]([O:8][CH2:9][CH3:10])=[O:7])[CH3:2].CC(C)([O-:15])C.[K+].ClC[C:20]1[C:24]2[C:25]([CH3:30])=[CH:26][CH:27]=[C:28]([Cl:29])[C:23]=2[O:22][CH:21]=1. Product: [C:9]([O:8][C:6](=[O:7])[CH3:5])(=[O:15])[CH3:10].[Cl:29][C:28]1[C:23]2[O:22][CH:21]=[C:20]([CH:5]([C:6]([O:8][CH2:9][CH3:10])=[O:7])[C:4]([O:3][CH2:1][CH3:2])=[O:11])[C:24]=2[C:25]([CH3:30])=[CH:26][CH:27]=1. The catalyst class is: 9. (4) Reactant: [Cl:1][C:2]1[CH:3]=[CH:4][C:5]([N+:9]([O-:11])=[O:10])=[C:6]([CH:8]=1)[NH2:7].[H-].[Na+].[CH3:14]I. Product: [CH3:14][NH:7][C:6]1[CH:8]=[C:2]([Cl:1])[CH:3]=[CH:4][C:5]=1[N+:9]([O-:11])=[O:10]. The catalyst class is: 3. (5) The catalyst class is: 7. Reactant: [CH3:1][S:2]([C:5]1[CH:10]=[CH:9][C:8]([C:11]2[N:16]=[CH:15][C:14]([C:17]3[O:18][C:19]([CH3:31])=[C:20]([CH2:22][C:23]([N:25]4[CH2:29][CH2:28][CH2:27][C@H:26]4[CH3:30])=O)[N:21]=3)=[CH:13][CH:12]=2)=[CH:7][CH:6]=1)(=[O:4])=[O:3].[H-].[Al+3].[Li+].[H-].[H-].[H-]. Product: [CH3:1][S:2]([C:5]1[CH:6]=[CH:7][C:8]([C:11]2[CH:12]=[CH:13][C:14]([C:17]3[O:18][C:19]([CH3:31])=[C:20]([CH2:22][CH2:23][N:25]4[CH2:29][CH2:28][CH2:27][C@H:26]4[CH3:30])[N:21]=3)=[CH:15][N:16]=2)=[CH:9][CH:10]=1)(=[O:3])=[O:4].